Dataset: Reaction yield outcomes from USPTO patents with 853,638 reactions. Task: Predict the reaction yield, written as a fraction of the theoretical maximum amount of product (1.0 means a 100% yield; for example, 0.34 means a 34% yield). (1) The reactants are [NH2:1][C:2]1[C:7]([F:8])=[CH:6][N:5]=[C:4]([OH:9])[N:3]=1.[C:10]1([S:16](Cl)(=[O:18])=[O:17])[CH:15]=[CH:14][CH:13]=[CH:12][CH:11]=1. The catalyst is N1C=CC=CC=1. The product is [NH2:1][C:2]1[C:7]([F:8])=[CH:6][N:5]=[C:4]([O:9][S:16]([C:10]2[CH:15]=[CH:14][CH:13]=[CH:12][CH:11]=2)(=[O:18])=[O:17])[N:3]=1. The yield is 0.290. (2) The reactants are [F:1][C:2]1[CH:7]=[C:6]([CH2:8][CH2:9][OH:10])[CH:5]=[CH:4][C:3]=1[OH:11].[Cl:12][C:13]1[CH:18]=[CH:17][C:16](B(O)O)=[CH:15][C:14]=1[F:22].N1C=CC=CC=1. The catalyst is C(Cl)Cl.C([O-])(=O)C.[Cu+2].C([O-])(=O)C. The product is [Cl:12][C:13]1[CH:18]=[CH:17][C:16]([O:11][C:3]2[CH:4]=[CH:5][C:6]([CH2:8][CH2:9][OH:10])=[CH:7][C:2]=2[F:1])=[CH:15][C:14]=1[F:22]. The yield is 0.200. (3) The reactants are I[C:2]1[C:7]([N+:8]([O-:10])=[O:9])=[CH:6][N:5]=[C:4]2[O:11][CH2:12][CH2:13][C:3]=12.[OH:14][C@@:15]1([CH3:30])[C@@H:20]([CH3:21])[CH2:19][NH:18][CH2:17][C@H:16]1[NH:22][C:23](=[O:29])[O:24][C:25]([CH3:28])([CH3:27])[CH3:26].CCN(C(C)C)C(C)C. The catalyst is CCO. The product is [OH:14][C@@:15]1([CH3:30])[C@@H:20]([CH3:21])[CH2:19][N:18]([C:2]2[C:7]([N+:8]([O-:10])=[O:9])=[CH:6][N:5]=[C:4]3[O:11][CH2:12][CH2:13][C:3]=23)[CH2:17][C@H:16]1[NH:22][C:23](=[O:29])[O:24][C:25]([CH3:28])([CH3:27])[CH3:26]. The yield is 0.690.